Dataset: Peptide-MHC class I binding affinity with 185,985 pairs from IEDB/IMGT. Task: Regression. Given a peptide amino acid sequence and an MHC pseudo amino acid sequence, predict their binding affinity value. This is MHC class I binding data. (1) The peptide sequence is VTTEVAFGL. The MHC is HLA-A69:01 with pseudo-sequence HLA-A69:01. The binding affinity (normalized) is 0.0847. (2) The peptide sequence is AAVDLSHFL. The MHC is HLA-B58:01 with pseudo-sequence HLA-B58:01. The binding affinity (normalized) is 0.260. (3) The peptide sequence is DCIMTSYQYL. The MHC is HLA-A30:01 with pseudo-sequence HLA-A30:01. The binding affinity (normalized) is 0.224. (4) The peptide sequence is KPFNNILNL. The MHC is HLA-A02:02 with pseudo-sequence HLA-A02:02. The binding affinity (normalized) is 0. (5) The peptide sequence is TELTYLQYGW. The MHC is H-2-Kk with pseudo-sequence H-2-Kk. The binding affinity (normalized) is 0.383.